Predict the product of the given reaction. From a dataset of Forward reaction prediction with 1.9M reactions from USPTO patents (1976-2016). (1) The product is: [NH2:1][C:2]1[N:3]=[C:4]([Cl:23])[C:5]2=[C:6]([N:8]([CH2:12][C:13]3[C:18]([CH3:19])=[C:17]([O:20][CH3:21])[C:16]([CH3:22])=[CH:15][N:14]=3)[C:9](=[O:11])/[C:10]/2=[CH:38]\[C:35]2[NH:36][CH:37]=[C:33]([C:31](=[O:32])[CH2:30][N:27]3[CH2:28][CH2:29][O:24][CH2:25][CH2:26]3)[CH:34]=2)[N:7]=1. Given the reactants [NH2:1][C:2]1[N:3]=[C:4]([Cl:23])[C:5]2[CH2:10][C:9](=[O:11])[N:8]([CH2:12][C:13]3[C:18]([CH3:19])=[C:17]([O:20][CH3:21])[C:16]([CH3:22])=[CH:15][N:14]=3)[C:6]=2[N:7]=1.[O:24]1[CH2:29][CH2:28][N:27]([CH2:30][C:31]([C:33]2[CH:34]=[C:35]([CH:38]=O)[NH:36][CH:37]=2)=[O:32])[CH2:26][CH2:25]1.N1CCCCC1, predict the reaction product. (2) Given the reactants Cl.Cl.[Cl:3][C:4]1C=C(C2(O)CCC(CC)CC2CCN2CCN(C)CC2)C=CC=1.[Cl:28][C:29]1[CH:30]=[C:31]([CH:35]([C:43]2([OH:51])[CH2:48][CH2:47][CH:46]([CH2:49][CH3:50])[CH2:45][CH2:44]2)[CH2:36][N:37]2[CH2:42][CH2:41][NH:40][CH2:39][CH2:38]2)[CH:32]=[CH:33][CH:34]=1, predict the reaction product. The product is: [ClH:3].[ClH:28].[Cl:28][C:29]1[CH:30]=[C:31]([CH:35]([C:43]2([OH:51])[CH2:48][CH2:47][CH:46]([CH2:49][CH3:50])[CH2:45][CH2:44]2)[CH2:36][N:37]2[CH2:42][CH2:41][N:40]([CH3:4])[CH2:39][CH2:38]2)[CH:32]=[CH:33][CH:34]=1. (3) Given the reactants [CH2:1]([O:8][C:9](=[O:30])[CH:10]([C:21]1[CH:26]=[CH:25][N:24]=[CH:23][C:22]=1[N+:27]([O-:29])=[O:28])C(OCC1C=CC=CC=1)=O)[C:2]1[CH:7]=[CH:6][CH:5]=[CH:4][CH:3]=1.[Cl-].[Li+].CS(C)=O, predict the reaction product. The product is: [CH2:1]([O:8][C:9](=[O:30])[CH2:10][C:21]1[CH:26]=[CH:25][N:24]=[CH:23][C:22]=1[N+:27]([O-:29])=[O:28])[C:2]1[CH:3]=[CH:4][CH:5]=[CH:6][CH:7]=1. (4) Given the reactants CS(O[CH2:6][C@@H:7]([NH:26][C:27]([O:29][C:30]([CH3:33])([CH3:32])[CH3:31])=[O:28])[C@H:8]([O:18][Si:19]([C:22]([CH3:25])([CH3:24])[CH3:23])([CH3:21])[CH3:20])[C@H:9]([CH2:14][N:15]=[N+]=[N-])[C:10]([F:13])([F:12])[F:11])(=O)=O.N#N.CCN(C(C)C)C(C)C, predict the reaction product. The product is: [Si:19]([O:18][C@@H:8]1[C@@H:9]([C:10]([F:12])([F:13])[F:11])[CH2:14][NH:15][CH2:6][C@H:7]1[NH:26][C:27](=[O:28])[O:29][C:30]([CH3:32])([CH3:31])[CH3:33])([C:22]([CH3:25])([CH3:24])[CH3:23])([CH3:21])[CH3:20]. (5) Given the reactants [OH:1][N:2]1[C:6](=[O:7])[CH2:5][CH2:4][C:3]1=[O:8].[N:9]([CH2:12][CH2:13][C:14](O)=[O:15])=[N+:10]=[N-:11].CO, predict the reaction product. The product is: [C:6]1(=[O:7])[N:2]([O:1][C:14](=[O:15])[CH2:13][CH2:12][N:9]=[N+:10]=[N-:11])[C:3](=[O:8])[CH2:4][CH2:5]1.